Dataset: NCI-60 drug combinations with 297,098 pairs across 59 cell lines. Task: Regression. Given two drug SMILES strings and cell line genomic features, predict the synergy score measuring deviation from expected non-interaction effect. (1) Drug 1: C1=CC(=CC=C1CCC2=CNC3=C2C(=O)NC(=N3)N)C(=O)NC(CCC(=O)O)C(=O)O. Drug 2: C1=CC(=CC=C1C#N)C(C2=CC=C(C=C2)C#N)N3C=NC=N3. Cell line: OVCAR3. Synergy scores: CSS=27.8, Synergy_ZIP=1.54, Synergy_Bliss=0.613, Synergy_Loewe=-14.6, Synergy_HSA=1.23. (2) Drug 1: CNC(=O)C1=CC=CC=C1SC2=CC3=C(C=C2)C(=NN3)C=CC4=CC=CC=N4. Drug 2: CC(C1=C(C=CC(=C1Cl)F)Cl)OC2=C(N=CC(=C2)C3=CN(N=C3)C4CCNCC4)N. Cell line: SF-295. Synergy scores: CSS=26.2, Synergy_ZIP=-5.86, Synergy_Bliss=2.36, Synergy_Loewe=-4.02, Synergy_HSA=4.35. (3) Drug 1: C1CN1P(=S)(N2CC2)N3CC3. Drug 2: C1CNP(=O)(OC1)N(CCCl)CCCl. Cell line: SF-539. Synergy scores: CSS=20.5, Synergy_ZIP=2.81, Synergy_Bliss=18.4, Synergy_Loewe=-1.43, Synergy_HSA=2.34. (4) Drug 1: CCCS(=O)(=O)NC1=C(C(=C(C=C1)F)C(=O)C2=CNC3=C2C=C(C=N3)C4=CC=C(C=C4)Cl)F. Drug 2: CN1C(=O)N2C=NC(=C2N=N1)C(=O)N. Cell line: MDA-MB-231. Synergy scores: CSS=10.4, Synergy_ZIP=0.270, Synergy_Bliss=6.05, Synergy_Loewe=3.89, Synergy_HSA=3.86. (5) Drug 1: COC1=C(C=C2C(=C1)N=CN=C2NC3=CC(=C(C=C3)F)Cl)OCCCN4CCOCC4. Drug 2: CCC1=C2CN3C(=CC4=C(C3=O)COC(=O)C4(CC)O)C2=NC5=C1C=C(C=C5)O. Cell line: SNB-19. Synergy scores: CSS=42.5, Synergy_ZIP=3.20, Synergy_Bliss=3.48, Synergy_Loewe=-7.78, Synergy_HSA=5.58.